This data is from Reaction yield outcomes from USPTO patents with 853,638 reactions. The task is: Predict the reaction yield, written as a fraction of the theoretical maximum amount of product (1.0 means a 100% yield; for example, 0.34 means a 34% yield). (1) The reactants are Br[C:2]1[CH:14]=[CH:13][C:5]([C:6]([O:8][C:9]([CH3:12])([CH3:11])[CH3:10])=[O:7])=[CH:4][CH:3]=1.C1OCCOCCOCCOCCOCCOC1.[O:33]1[CH2:38][CH2:37][CH2:36][CH2:35][CH:34]1[N:39]1[C:47]2[C:42](=[CH:43][C:44]([NH2:48])=[CH:45][CH:46]=2)[CH:41]=[N:40]1.C(NC1C(C)=CC(C(OC)=O)=C(C)C=1)(=O)C.CC(C)([O-])C.[Na+].C1C=CC(P(C2C=CC3C(=CC=CC=3)C=2C2C3C(=CC=CC=3)C=CC=2P(C2C=CC=CC=2)C2C=CC=CC=2)C2C=CC=CC=2)=CC=1. The catalyst is C(OCC)C.C1(C)C=CC=CC=1. The product is [O:33]1[CH2:38][CH2:37][CH2:36][CH2:35][CH:34]1[N:39]1[C:47]2[C:42](=[CH:43][C:44]([NH:48][C:2]3[CH:14]=[CH:13][C:5]([C:6]([O:8][C:9]([CH3:12])([CH3:11])[CH3:10])=[O:7])=[CH:4][CH:3]=3)=[CH:45][CH:46]=2)[CH:41]=[N:40]1. The yield is 0.560. (2) The reactants are [Br:1][C:2]1[CH:3]=[C:4]2[C:9](=[CH:10][C:11]=1[Cl:12])[N:8]=[C:7]([CH3:13])[N:6]=[C:5]2Cl.[N:15]1([C:25]([O:27][C:28]([CH3:31])([CH3:30])[CH3:29])=[O:26])[CH2:20][CH2:19][NH:18][CH2:17][CH:16]1[C:21]([O:23][CH3:24])=[O:22].CCN(C(C)C)C(C)C. The yield is 0.300. The product is [Br:1][C:2]1[CH:3]=[C:4]2[C:9](=[CH:10][C:11]=1[Cl:12])[N:8]=[C:7]([CH3:13])[N:6]=[C:5]2[N:18]1[CH2:19][CH2:20][N:15]([C:25]([O:27][C:28]([CH3:29])([CH3:30])[CH3:31])=[O:26])[CH:16]([C:21]([O:23][CH3:24])=[O:22])[CH2:17]1. The catalyst is O1CCOCC1. (3) The reactants are Br[C:2]1[C:11]2[CH2:10][CH2:9][CH2:8][C@@H:7]([NH:12][C:13](=[O:15])[CH3:14])[C:6]=2[CH:5]=[N:4][CH:3]=1.[F:16][C:17]1[CH:18]=[C:19](B(O)O)[CH:20]=[CH:21][C:22]=1[C:23]([F:26])([F:25])[F:24]. No catalyst specified. The product is [F:16][C:17]1[CH:18]=[C:19]([C:2]2[C:11]3[CH2:10][CH2:9][CH2:8][C@@H:7]([NH:12][C:13](=[O:15])[CH3:14])[C:6]=3[CH:5]=[N:4][CH:3]=2)[CH:20]=[CH:21][C:22]=1[C:23]([F:24])([F:25])[F:26]. The yield is 0.830. (4) The reactants are [NH2:1][C:2]1[CH:7]=[CH:6][N:5]([CH:8](O)[CH2:9][CH:10]([OH:12])[CH3:11])[C:4](=[O:14])[N:3]=1.[C:15](OC(=O)C)(=[O:17])[CH3:16].CN([CH:25]=[O:26])C. No catalyst specified. The product is [C:15]([NH:1][C:2]1[CH:7]=[CH:6][N:5]([CH2:8][C@@H:9]([C@H:10]([OH:12])[CH3:11])[CH2:25][OH:26])[C:4](=[O:14])[N:3]=1)(=[O:17])[CH3:16]. The yield is 1.08. (5) The reactants are [Br:1][C:2]1[CH:3]=[C:4]([CH:7]=[CH:8][C:9]=1[S:10](=[O:15])(=[O:14])[N:11]([CH3:13])[CH3:12])[CH:5]=[O:6].[BH4-].[Na+]. The catalyst is C1COCC1. The product is [Br:1][C:2]1[CH:3]=[C:4]([CH:7]=[CH:8][C:9]=1[S:10](=[O:15])(=[O:14])[N:11]([CH3:13])[CH3:12])[CH2:5][OH:6]. The yield is 0.920. (6) The reactants are O1CCO[CH:2]1[CH:6]1[C:11](=O)[CH2:10][CH2:9][N:8]([C:13]([O:15][C:16]([CH3:19])([CH3:18])[CH3:17])=[O:14])[CH2:7]1.[NH2:20][C:21]1[C:25]([C:26]([O:28][CH2:29][CH:30]=[CH2:31])=[O:27])=[C:24]([NH2:32])[NH:23][N:22]=1.[OH-].[K+]. The catalyst is O1CCOCC1. The yield is 0.730. The product is [NH2:32][C:24]1[C:25]([C:26]([O:28][CH2:29][CH:30]=[CH2:31])=[O:27])=[C:21]2[N:20]=[C:11]3[CH2:10][CH2:9][N:8]([C:13]([O:15][C:16]([CH3:17])([CH3:18])[CH3:19])=[O:14])[CH2:7][C:6]3=[CH:2][N:22]2[N:23]=1. (7) The reactants are [Br:1][C:2]1[CH:3]=[C:4]2[C:9](Cl)=[C:8]([C:11]([NH2:13])=[O:12])[CH:7]=[N:6][N:5]2[CH:14]=1.[CH:15]1([C@H:18]([NH2:20])[CH3:19])[CH2:17][CH2:16]1.CCN(C(C)C)C(C)C.O. The catalyst is CN1C(=O)CCC1. The product is [Br:1][C:2]1[CH:3]=[C:4]2[C:9]([NH:20][C@@H:18]([CH:15]3[CH2:17][CH2:16]3)[CH3:19])=[C:8]([C:11]([NH2:13])=[O:12])[CH:7]=[N:6][N:5]2[CH:14]=1. The yield is 0.800. (8) The reactants are [C:12]([O:11][C:9](O[C:9]([O:11][C:12]([CH3:15])([CH3:14])[CH3:13])=[O:10])=[O:10])([CH3:15])([CH3:14])[CH3:13].[CH2:16]([N:23]1[CH2:30][C@@H:29]2[C@@H:25]([CH2:26][NH:27][CH2:28]2)[CH2:24]1)[C:17]1[CH:22]=[CH:21][CH:20]=[CH:19][CH:18]=1.[ClH:31]. The catalyst is C1COCC1.CCOC(C)=O.[Cl-].[Na+].O.CCOCC. The product is [ClH:31].[CH2:16]([N:23]1[CH2:24][C@@H:25]2[C@@H:29]([CH2:28][N:27]([C:9]([O:11][C:12]([CH3:13])([CH3:14])[CH3:15])=[O:10])[CH2:26]2)[CH2:30]1)[C:17]1[CH:22]=[CH:21][CH:20]=[CH:19][CH:18]=1. The yield is 0.990. (9) The reactants are [C:1]([C:5]1[C:12]2[S:11][C:10]([NH2:13])=[N:9][C:8]=2[NH:7][N:6]=1)([CH3:4])([CH3:3])[CH3:2].N1C=CC=CC=1.[O:20]1[CH:24]=[CH:23][CH:22]=[C:21]1[C:25](Cl)=[O:26].C(O)C(N)(CO)CO. The catalyst is CN(C1C=CN=CC=1)C.C1COCC1. The product is [C:1]([C:5]1[C:12]2[S:11][C:10]([NH:13][C:25]([C:21]3[O:20][CH:24]=[CH:23][CH:22]=3)=[O:26])=[N:9][C:8]=2[NH:7][N:6]=1)([CH3:4])([CH3:2])[CH3:3]. The yield is 0.820. (10) The reactants are [Cl-].O[NH3+:3].[C:4](=[O:7])([O-])[OH:5].[Na+].CS(C)=O.[F:13][C:14]1[CH:19]=[C:18]([CH2:20][C:21]2[C:26](=[O:27])[N:25]([C:28]3[CH:33]=[CH:32][C:31]([O:34][CH:35]([CH3:37])[CH3:36])=[CH:30][CH:29]=3)[C:24]([CH3:38])=[N:23][C:22]=2[CH2:39][CH2:40][CH3:41])[CH:17]=[CH:16][C:15]=1[C:42]1[C:43]([C:48]#[N:49])=[CH:44][CH:45]=[CH:46][CH:47]=1. The catalyst is C(OCC)(=O)C. The product is [F:13][C:14]1[CH:19]=[C:18]([CH2:20][C:21]2[C:26](=[O:27])[N:25]([C:28]3[CH:29]=[CH:30][C:31]([O:34][CH:35]([CH3:36])[CH3:37])=[CH:32][CH:33]=3)[C:24]([CH3:38])=[N:23][C:22]=2[CH2:39][CH2:40][CH3:41])[CH:17]=[CH:16][C:15]=1[C:42]1[CH:47]=[CH:46][CH:45]=[CH:44][C:43]=1[C:48]1[NH:3][C:4](=[O:7])[O:5][N:49]=1. The yield is 0.500.